From a dataset of Catalyst prediction with 721,799 reactions and 888 catalyst types from USPTO. Predict which catalyst facilitates the given reaction. (1) Reactant: C([O:5][C:6](=[O:14])[NH:7][C@@H:8]([CH2:11][O:12][CH3:13])[CH2:9]O)(C)(C)C.O1CCCC1.CC(C)([O-])C.[K+]. Product: [CH3:13][O:12][CH2:11][C@H:8]1[CH2:9][O:14][C:6](=[O:5])[NH:7]1. The catalyst class is: 6. (2) Reactant: [CH3:1][N:2]1[CH:7]2[CH2:8][CH:9]([OH:11])[CH2:10][CH:3]1[CH:4]1[CH:6]2[O:5]1.C[O:13][C:14](=O)[C:15]([OH:26])([C:21]1[S:22][CH:23]=[CH:24][CH:25]=1)[C:16]1[S:17][CH:18]=[CH:19][CH:20]=1.[H-].[Na+].O. Product: [CH3:1][N:2]1[CH:7]2[CH2:8][CH:9]([O:11][C:14](=[O:13])[C:15]([OH:26])([C:16]3[S:17][CH:18]=[CH:19][CH:20]=3)[C:21]3[S:22][CH:23]=[CH:24][CH:25]=3)[CH2:10][CH:3]1[CH:4]1[CH:6]2[O:5]1. The catalyst class is: 4. (3) Reactant: [H-].[Al+3].[Li+].[H-].[H-].[H-].[Cl:7][C:8]1[CH:13]=[CH:12][C:11]([CH2:14][CH:15]([O:21][CH2:22][CH3:23])[C:16](OCC)=[O:17])=[CH:10][CH:9]=1. Product: [Cl:7][C:8]1[CH:9]=[CH:10][C:11]([CH2:14][CH:15]([O:21][CH2:22][CH3:23])[CH2:16][OH:17])=[CH:12][CH:13]=1. The catalyst class is: 1. (4) Reactant: [OH:1][C:2]1[CH:7]=[CH:6][C:5]([C@H:8]([CH2:14][CH2:15][CH3:16])[CH2:9][C:10]([O:12][CH3:13])=[O:11])=[CH:4][CH:3]=1.[Br:17]Br. Product: [Br:17][C:7]1[CH:6]=[C:5]([C@H:8]([CH2:14][CH2:15][CH3:16])[CH2:9][C:10]([O:12][CH3:13])=[O:11])[CH:4]=[CH:3][C:2]=1[OH:1]. The catalyst class is: 52. (5) Reactant: [F:1][C:2]1[CH:32]=[N:31][C:5]2[N:6]([CH:26]3[CH2:30][CH2:29][S:28][CH2:27]3)[C:7](=[O:25])[N:8]([C@@H:11]3[CH2:16][CH2:15][C@H:14]([NH:17]C(=O)OC(C)(C)C)[CH2:13][CH2:12]3)[C:9](=[O:10])[C:4]=2[CH:3]=1.[ClH:33]. Product: [ClH:33].[NH2:17][C@@H:14]1[CH2:15][CH2:16][C@H:11]([N:8]2[C:9](=[O:10])[C:4]3[CH:3]=[C:2]([F:1])[CH:32]=[N:31][C:5]=3[N:6]([CH:26]3[CH2:30][CH2:29][S:28][CH2:27]3)[C:7]2=[O:25])[CH2:12][CH2:13]1. The catalyst class is: 12. (6) Reactant: CN([CH:4]=[O:5])C.CN(C(ON1N=N[C:16]2[CH:17]=[CH:18][CH:19]=N[C:15]1=2)=[N+](C)C)C.F[P-](F)(F)(F)(F)F.[CH2:30]([C@@H:32]1[C@:46]([OH:48])([CH3:47])[C@H:45]([OH:49])[C@@H:44]([CH3:50])[NH:43][CH2:42][C@H:41]([CH3:51])[CH2:40][C@:39]([OH:53])([CH3:52])[C@H:38]([OH:54])[C@@H:37]([CH3:55])[C@H:36]([OH:56])[C@@H:35]([CH3:57])[C:34](=[O:58])[O:33]1)[CH3:31].CCN([CH:65]([CH3:67])[CH3:66])C(C)C. Product: [C:4]([N:43]1[CH2:42][C@H:41]([CH3:51])[CH2:40][C@:39]([OH:53])([CH3:52])[C@H:38]([OH:54])[C@@H:37]([CH3:55])[C@H:36]([OH:56])[C@@H:35]([CH3:57])[C:34](=[O:58])[O:33][C@H:32]([CH2:30][CH3:31])[C@:46]([OH:48])([CH3:47])[C@H:45]([OH:49])[C@H:44]1[CH3:50])(=[O:5])[CH2:15][CH2:16]/[CH:17]=[CH:18]\[CH2:19]/[CH:15]=[CH:16]\[CH2:17]/[CH:18]=[CH:19]\[CH2:34]/[CH:35]=[CH:36]\[CH2:37]/[CH:38]=[CH:39]\[CH2:40]/[CH:41]=[CH:67]\[CH2:65][CH3:66]. The catalyst class is: 2. (7) Reactant: [Cl:1]N1C(=O)CCC1=O.[CH3:9][C:10]1[CH:14]=[C:13]([NH:15][S:16]([C:19]2[CH:24]=[CH:23][C:22]([C:25]3[CH:30]=[CH:29][C:28]([CH3:31])=[CH:27][CH:26]=3)=[CH:21][CH:20]=2)(=[O:18])=[O:17])[O:12][N:11]=1. Product: [Cl:1][C:14]1[C:10]([CH3:9])=[N:11][O:12][C:13]=1[NH:15][S:16]([C:19]1[CH:20]=[CH:21][C:22]([C:25]2[CH:30]=[CH:29][C:28]([CH3:31])=[CH:27][CH:26]=2)=[CH:23][CH:24]=1)(=[O:18])=[O:17]. The catalyst class is: 452. (8) Reactant: [N:1]1([C:7]2[CH:12]=[CH:11][N:10]=[C:9]([NH:13][C:14]3[S:15][C:16]([C:19]4[CH:20]=[N:21][CH:22]=C([CH:26]=4)C#N)=[CH:17][N:18]=3)[CH:8]=2)[CH2:6][CH2:5][NH:4][CH2:3][CH2:2]1.[OH-].[Na+].[C:29]([OH:35])([C:31](F)(F)F)=[O:30]. Product: [N:1]1([C:7]2[CH:12]=[CH:11][N:10]=[C:9]([NH:13][C:14]3[S:15][C:16]([C:19]4[CH:20]=[N:21][CH:22]=[C:31]([CH:26]=4)[C:29]([OH:35])=[O:30])=[CH:17][N:18]=3)[CH:8]=2)[CH2:2][CH2:3][NH:4][CH2:5][CH2:6]1. The catalyst class is: 16. (9) Reactant: I[C:2]1[CH:7]=[CH:6][C:5]([N:8]2[CH2:13][CH2:12][CH2:11][C@H:10]([NH:14][C@@H:15]3[CH2:20][CH2:19][CH2:18][CH2:17][C@H:16]3[NH:21][C:22](=[O:28])[O:23][C:24]([CH3:27])([CH3:26])[CH3:25])[CH2:9]2)=[CH:4][CH:3]=1.[CH3:29][C:30]1[CH:31]=[N:32][NH:33][CH:34]=1.CN[C@@H]1CCCC[C@H]1NC.C([O-])([O-])=O.[K+].[K+]. Product: [CH3:29][C:30]1[CH:31]=[N:32][N:33]([C:2]2[CH:7]=[CH:6][C:5]([N:8]3[CH2:13][CH2:12][CH2:11][C@H:10]([NH:14][C@@H:15]4[CH2:20][CH2:19][CH2:18][CH2:17][C@H:16]4[NH:21][C:22](=[O:28])[O:23][C:24]([CH3:27])([CH3:26])[CH3:25])[CH2:9]3)=[CH:4][CH:3]=2)[CH:34]=1. The catalyst class is: 205. (10) Reactant: [N:1]1([C:7](=[O:24])[CH2:8][CH:9]([CH2:13][S:14]([CH2:17][C:18]2[CH:23]=[CH:22][CH:21]=[CH:20][CH:19]=2)(=[O:16])=[O:15])[C:10]([OH:12])=O)[CH2:6][CH2:5][O:4][CH2:3][CH2:2]1.OC(C(F)(F)F)=O.[NH2:32][CH:33]([CH2:47][CH3:48])[CH:34]([C:36]1[O:37][C:38]([C:41]2[CH:46]=[CH:45][CH:44]=[CH:43][CH:42]=2)=[N:39][N:40]=1)[OH:35].C1C=CC2N(O)N=NC=2C=1.C(Cl)CCl.CN1CCOCC1. Product: [OH:35][CH:34]([C:36]1[O:37][C:38]([C:41]2[CH:46]=[CH:45][CH:44]=[CH:43][CH:42]=2)=[N:39][N:40]=1)[CH:33]([NH:32][C:10](=[O:12])[CH:9]([CH2:13][S:14]([CH2:17][C:18]1[CH:23]=[CH:22][CH:21]=[CH:20][CH:19]=1)(=[O:16])=[O:15])[CH2:8][C:7]([N:1]1[CH2:2][CH2:3][O:4][CH2:5][CH2:6]1)=[O:24])[CH2:47][CH3:48]. The catalyst class is: 2.